Dataset: Reaction yield outcomes from USPTO patents with 853,638 reactions. Task: Predict the reaction yield, written as a fraction of the theoretical maximum amount of product (1.0 means a 100% yield; for example, 0.34 means a 34% yield). (1) The reactants are BrBr.[Br:3][C:4]1[CH:9]=[CH:8][C:7]([C:10](=[O:23])[CH2:11][CH2:12][C:13]([O:15][CH2:16][C:17]2[CH:22]=[CH:21][CH:20]=[CH:19][CH:18]=2)=[O:14])=[CH:6][CH:5]=1.[N-:24]=[N+:25]=[N-:26].[Na+]. The catalyst is CCOCC.O1CCOCC1. The product is [N:24]([CH:11]([C:10]([C:7]1[CH:6]=[CH:5][C:4]([Br:3])=[CH:9][CH:8]=1)=[O:23])[CH2:12][C:13]([O:15][CH2:16][C:17]1[CH:18]=[CH:19][CH:20]=[CH:21][CH:22]=1)=[O:14])=[N+:25]=[N-:26]. The yield is 0.950. (2) The reactants are [S:1]1[C:5]2[CH:6]=[CH:7][CH:8]=[CH:9][C:4]=2[N:3]=[C:2]1[N:10]([CH2:36][O:37][CH2:38][CH2:39][Si:40]([CH3:43])([CH3:42])[CH3:41])[C:11]([C:13]1[CH:14]=[CH:15][CH:16]=[C:17]2[C:22]=1[CH2:21][N:20]([C:23]1[S:24][C:25](I)=[C:26]([C:28]([O:30][C:31]([CH3:34])([CH3:33])[CH3:32])=[O:29])[N:27]=1)[CH2:19][CH2:18]2)=[O:12].[CH2:44]([OH:47])[C:45]#[CH:46].CCN(C(C)C)C(C)C. The catalyst is C1COCC1.C(Cl)Cl.C1C=CC([P]([Pd]([P](C2C=CC=CC=2)(C2C=CC=CC=2)C2C=CC=CC=2)([P](C2C=CC=CC=2)(C2C=CC=CC=2)C2C=CC=CC=2)[P](C2C=CC=CC=2)(C2C=CC=CC=2)C2C=CC=CC=2)(C2C=CC=CC=2)C2C=CC=CC=2)=CC=1.[Cu]I. The product is [S:1]1[C:5]2[CH:6]=[CH:7][CH:8]=[CH:9][C:4]=2[N:3]=[C:2]1[N:10]([CH2:36][O:37][CH2:38][CH2:39][Si:40]([CH3:43])([CH3:42])[CH3:41])[C:11]([C:13]1[CH:14]=[CH:15][CH:16]=[C:17]2[C:22]=1[CH2:21][N:20]([C:23]1[S:24][C:25]([C:46]#[C:45][CH2:44][OH:47])=[C:26]([C:28]([O:30][C:31]([CH3:34])([CH3:33])[CH3:32])=[O:29])[N:27]=1)[CH2:19][CH2:18]2)=[O:12]. The yield is 0.880. (3) The reactants are [C:1]([O:5][C:6]([N:8]([CH3:50])[C@@H:9]([CH3:49])[C:10]([NH:12][C@@H:13]([C:45]([CH3:48])([CH3:47])[CH3:46])[C:14]([N:16]1[C@H:20]([C:21](=[O:33])[NH:22][C@H:23]2[C:32]3[C:27](=[CH:28][CH:29]=[CH:30][CH:31]=3)[CH2:26][CH2:25][CH2:24]2)[CH2:19][C@H:18]([O:34][CH2:35][C:36]2[CH:44]=[CH:43][C:39]([C:40]([OH:42])=[O:41])=[CH:38][CH:37]=2)[CH2:17]1)=[O:15])=[O:11])=[O:7])([CH3:4])([CH3:3])[CH3:2].ClC(N(C)C)=C(C)C.CCN(C(C)C)C(C)C.O[C:69]1[CH:78]=[C:77]2[C:72]([CH2:73][C@@H:74]([C:100](=[O:112])[NH:101][C@H:102]3[C:111]4[C:106](=[CH:107][CH:108]=[CH:109][CH:110]=4)[CH2:105][CH2:104][CH2:103]3)[N:75]([C:79](=[O:99])[C@@H:80]([NH:85][C:86](=[O:98])[C@@H:87]([N:89]([CH3:97])[C:90](=[O:96])[O:91][C:92]([CH3:95])([CH3:94])[CH3:93])[CH3:88])[C:81]([CH3:84])([CH3:83])[CH3:82])[CH2:76]2)=[CH:71][CH:70]=1. The catalyst is C(Cl)Cl. The product is [C:1]([O:5][C:6]([N:8]([CH3:50])[C@@H:9]([CH3:49])[C:10]([NH:12][C@@H:13]([C:45]([CH3:48])([CH3:47])[CH3:46])[C:14]([N:16]1[C@H:20]([C:21](=[O:33])[NH:22][C@H:23]2[C:32]3[C:27](=[CH:28][CH:29]=[CH:30][CH:31]=3)[CH2:26][CH2:25][CH2:24]2)[CH2:19][C@H:18]([O:34][CH2:35][C:36]2[CH:44]=[CH:43][C:39]([C:40]([O:42][C:69]3[CH:78]=[C:77]4[C:72]([CH2:73][C@@H:74]([C:100](=[O:112])[NH:101][C@H:102]5[C:111]6[C:106](=[CH:107][CH:108]=[CH:109][CH:110]=6)[CH2:105][CH2:104][CH2:103]5)[N:75]([C:79](=[O:99])[C@@H:80]([NH:85][C:86](=[O:98])[C@@H:87]([N:89]([C:90]([O:91][C:92]([CH3:93])([CH3:94])[CH3:95])=[O:96])[CH3:97])[CH3:88])[C:81]([CH3:83])([CH3:82])[CH3:84])[CH2:76]4)=[CH:71][CH:70]=3)=[O:41])=[CH:38][CH:37]=2)[CH2:17]1)=[O:15])=[O:11])=[O:7])([CH3:4])([CH3:3])[CH3:2]. The yield is 0.210.